This data is from Full USPTO retrosynthesis dataset with 1.9M reactions from patents (1976-2016). The task is: Predict the reactants needed to synthesize the given product. (1) Given the product [Cl:36][C:37]1[CH:42]=[CH:41][CH:40]=[CH:39][C:38]=1[C:43]1[CH:47]=[C:46]([NH:48][C:16](=[O:18])[CH2:15][CH2:14][C:13]([C:6]2[CH:7]=[CH:8][C:9]([O:10][CH2:11][CH3:12])=[C:4]([O:3][CH2:1][CH3:2])[CH:5]=2)=[O:21])[N:45]([C:49]2[CH:50]=[CH:51][C:52]([CH3:55])=[CH:53][CH:54]=2)[N:44]=1, predict the reactants needed to synthesize it. The reactants are: [CH2:1]([O:3][C:4]1[CH:5]=[C:6]([C:13]([O:21]C)(OC)[CH2:14][CH2:15][C:16]([O-:18])=O)[CH:7]=[CH:8][C:9]=1[O:10][CH2:11][CH3:12])[CH3:2].[K+].ClC1C=C(Cl)C=C(Cl)C=1C(Cl)=O.[Cl:36][C:37]1[CH:42]=[CH:41][CH:40]=[CH:39][C:38]=1[C:43]1[CH:47]=[C:46]([NH2:48])[N:45]([C:49]2[CH:54]=[CH:53][C:52]([CH3:55])=[CH:51][CH:50]=2)[N:44]=1.C(=O)([O-])O.[Na+]. (2) Given the product [C:3]([C:5]1[CH:6]=[C:7]([C:15]2[O:19][N:18]=[C:17]([C:20]3[CH:21]=[CH:22][C:23]([F:36])=[C:24]4[C:28]=3[NH:27][CH:26]=[C:25]4[CH2:29][CH2:30][C:31]([OH:33])=[O:32])[N:16]=2)[CH:8]=[CH:9][C:10]=1[O:11][CH:12]([CH3:14])[CH3:13])#[N:4], predict the reactants needed to synthesize it. The reactants are: [OH-].[Na+].[C:3]([C:5]1[CH:6]=[C:7]([C:15]2[O:19][N:18]=[C:17]([C:20]3[CH:21]=[CH:22][C:23]([F:36])=[C:24]4[C:28]=3[NH:27][CH:26]=[C:25]4[CH2:29][CH2:30][C:31]([O:33]CC)=[O:32])[N:16]=2)[CH:8]=[CH:9][C:10]=1[O:11][CH:12]([CH3:14])[CH3:13])#[N:4].Cl.